This data is from Forward reaction prediction with 1.9M reactions from USPTO patents (1976-2016). The task is: Predict the product of the given reaction. (1) Given the reactants [Cl:1][C:2]1[N:3]=[CH:4][CH:5]=[C:6]2[C:10]([C:11]([OH:13])=O)=[CH:9][N:8]([CH2:14][CH2:15][O:16][CH3:17])[C:7]=12.C(C1NC=CN=1)(C1NC=CN=1)=O.[F:30][C:31]([F:50])([F:49])[C:32]([NH:34][CH2:35][C:36]1[CH:41]=[CH:40][C:39]([F:42])=[C:38]([CH:43]2[CH2:48][CH2:47][NH:46][CH2:45][CH2:44]2)[CH:37]=1)=[O:33], predict the reaction product. The product is: [Cl:1][C:2]1[N:3]=[CH:4][CH:5]=[C:6]2[C:10]([C:11]([N:46]3[CH2:47][CH2:48][CH:43]([C:38]4[CH:37]=[C:36]([CH:41]=[CH:40][C:39]=4[F:42])[CH2:35][NH:34][C:32](=[O:33])[C:31]([F:50])([F:49])[F:30])[CH2:44][CH2:45]3)=[O:13])=[CH:9][N:8]([CH2:14][CH2:15][O:16][CH3:17])[C:7]=12. (2) Given the reactants Br[C:2]1[CH:9]=[CH:8][C:5]([CH:6]=[O:7])=[CH:4][CH:3]=1.[NH:10]([C:17]1[C:26]2[C:21](=[CH:22][CH:23]=[CH:24][CH:25]=2)[CH:20]=[CH:19][CH:18]=1)[C:11]1[CH:16]=[CH:15][CH:14]=[CH:13][CH:12]=1.CC([O-])(C)C.[Na+].C(P(C(C)(C)C)C(C)(C)C)(C)(C)C, predict the reaction product. The product is: [C:17]1([N:10]([C:11]2[CH:16]=[CH:15][CH:14]=[CH:13][CH:12]=2)[C:2]2[CH:9]=[CH:8][C:5]([CH:6]=[O:7])=[CH:4][CH:3]=2)[C:26]2[C:21](=[CH:22][CH:23]=[CH:24][CH:25]=2)[CH:20]=[CH:19][CH:18]=1.